From a dataset of Reaction yield outcomes from USPTO patents with 853,638 reactions. Predict the reaction yield, written as a fraction of the theoretical maximum amount of product (1.0 means a 100% yield; for example, 0.34 means a 34% yield). (1) The reactants are [NH2:1][C:2]1[C:3]([C:7](Cl)=[N:8][OH:9])=[N:4][O:5][N:6]=1.[CH3:11][O:12][CH2:13][CH2:14][NH2:15].C(N(CC)CC)C. The catalyst is C(OCC)(=O)C. The product is [NH2:1][C:2]1[C:3]([C:7](=[N:8][OH:9])[NH:15][CH2:14][CH2:13][O:12][CH3:11])=[N:4][O:5][N:6]=1. The yield is 1.19. (2) The reactants are Cl.[OH:2][NH2:3].C(N(CC)CC)C.[O:11]1[C:15]2[CH:16]=[CH:17][C:18]([C:20]3[C:21]4[C:35](=[O:36])[O:34][C:33](=O)[C:22]=4[CH:23]=[C:24]4[C:32]=3[C:28]3[O:29][CH2:30][O:31][C:27]=3[CH:26]=[CH:25]4)=[CH:19][C:14]=2[O:13][CH2:12]1. The catalyst is CCO. The product is [O:11]1[C:15]2[CH:16]=[CH:17][C:18]([C:20]3[C:32]4[C:24](=[CH:25][CH:26]=[C:27]5[O:31][CH2:30][O:29][C:28]5=4)[CH:23]=[C:22]4[C:33](=[O:34])[N:3]([OH:2])[C:35](=[O:36])[C:21]=34)=[CH:19][C:14]=2[O:13][CH2:12]1. The yield is 0.150. (3) The reactants are [CH2:1]([C:3]([C:22]1[CH:27]=[CH:26][C:25](OS(C(F)(F)F)(=O)=O)=[C:24]([CH3:36])[CH:23]=1)([C:6]1[CH:11]=[CH:10][C:9](/[CH:12]=[CH:13]/[C:14]2([OH:20])[CH2:19][CH2:18][CH2:17][CH2:16][CH2:15]2)=[C:8]([CH3:21])[CH:7]=1)[CH2:4][CH3:5])[CH3:2].C([O-])(=O)C.[K+].[B:42]1([B:42]2[O:46][C:45]([CH3:48])([CH3:47])[C:44]([CH3:50])([CH3:49])[O:43]2)[O:46][C:45]([CH3:48])([CH3:47])[C:44]([CH3:50])([CH3:49])[O:43]1.O. The catalyst is O1CCOCC1.C1(P([C-]2C=CC=C2)C2C=CC=CC=2)C=CC=CC=1.[CH-]1C=CC=C1.[Fe+2].C1C=CC(P(C2C=CC=CC=2)[C-]2C=CC=C2)=CC=1.C1C=CC(P(C2C=CC=CC=2)[C-]2C=CC=C2)=CC=1.Cl[Pd]Cl.[Fe+2]. The product is [CH2:4]([C:3]([C:6]1[CH:11]=[CH:10][C:9](/[CH:12]=[CH:13]/[C:14]2([OH:20])[CH2:19][CH2:18][CH2:17][CH2:16][CH2:15]2)=[C:8]([CH3:21])[CH:7]=1)([C:22]1[CH:27]=[CH:26][C:25]([B:42]2[O:46][C:45]([CH3:48])([CH3:47])[C:44]([CH3:50])([CH3:49])[O:43]2)=[C:24]([CH3:36])[CH:23]=1)[CH2:1][CH3:2])[CH3:5]. The yield is 0.700. (4) The product is [CH2:2]1[CH:1]([NH:4][C:5]2[C:6]3[N:7]=[CH:8][N:9]([C@H:20]4[CH:21]=[CH:22][C@@H:23]([CH2:25][OH:26])[CH2:24]4)[C:10]=3[N:11]=[C:12]([NH2:14])[N:13]=2)[CH2:3]1.[CH2:2]1[CH:1]([NH:4][C:5]2[C:6]3[N:7]=[CH:8][N:9]([C@H:20]4[CH:21]=[CH:22][C@@H:23]([CH2:25][OH:26])[CH2:24]4)[C:10]=3[N:11]=[C:12]([NH2:14])[N:13]=2)[CH2:3]1.[OH:39][S:37]([OH:40])(=[O:38])=[O:36]. The reactants are [CH:1]1([NH:4][C:5]2[N:13]=[C:12]([NH:14]C(=O)C(C)C)[N:11]=[C:10]3[C:6]=2[N:7]=[CH:8][N:9]3[C@@H:20]2[CH2:24][C@H:23]([CH2:25][OH:26])[CH:22]=[CH:21]2)[CH2:3][CH2:2]1.[OH-].[Na+].C1(C)C=CC=CC=1.[OH:36][S:37]([OH:40])(=[O:39])=[O:38]. The yield is 0.880. The catalyst is C(O)(C)C. (5) The reactants are [NH2:1][C:2]1[C:7]([C:8]([O:10]C)=[O:9])=[C:6]([Cl:12])[N:5]=[CH:4][CH:3]=1.[Li+].[OH-]. The catalyst is O1CCOCC1.CO.O. The product is [NH2:1][C:2]1[C:7]([C:8]([OH:10])=[O:9])=[C:6]([Cl:12])[N:5]=[CH:4][CH:3]=1. The yield is 0.660. (6) The reactants are CO[C:3](=[O:18])[C:4]1[CH:9]=[CH:8][CH:7]=[CH:6][C:5]=1[O:10][CH2:11][CH2:12][N:13]1[CH2:17][CH2:16][CH2:15][CH2:14]1.[OH-].[Na+].[F:21][C:22]1[CH:27]=[CH:26][C:25]([NH:28][C:29]([C:31]2[C:35]([NH2:36])=[CH:34][NH:33][N:32]=2)=[O:30])=[CH:24][CH:23]=1.C(Cl)CCl.C1C=CC2N(O)N=NC=2C=1. The catalyst is CS(C)=O.O. The product is [F:21][C:22]1[CH:23]=[CH:24][C:25]([NH:28][C:29]([C:31]2[C:35]([NH:36][C:3](=[O:18])[C:4]3[CH:9]=[CH:8][CH:7]=[CH:6][C:5]=3[O:10][CH2:11][CH2:12][N:13]3[CH2:14][CH2:15][CH2:16][CH2:17]3)=[CH:34][NH:33][N:32]=2)=[O:30])=[CH:26][CH:27]=1. The yield is 0.140.